Dataset: Peptide-MHC class I binding affinity with 185,985 pairs from IEDB/IMGT. Task: Regression. Given a peptide amino acid sequence and an MHC pseudo amino acid sequence, predict their binding affinity value. This is MHC class I binding data. (1) The peptide sequence is ASFKAGKLR. The MHC is HLA-B18:01 with pseudo-sequence HLA-B18:01. The binding affinity (normalized) is 0.0847. (2) The peptide sequence is YYLIKYLHV. The MHC is HLA-B46:01 with pseudo-sequence HLA-B46:01. The binding affinity (normalized) is 0.0847. (3) The peptide sequence is EEAIRHVRA. The MHC is HLA-B44:02 with pseudo-sequence HLA-B44:02. The binding affinity (normalized) is 0.267.